The task is: Predict the reaction yield, written as a fraction of the theoretical maximum amount of product (1.0 means a 100% yield; for example, 0.34 means a 34% yield).. This data is from Reaction yield outcomes from USPTO patents with 853,638 reactions. (1) The catalyst is O. The reactants are [C:1]([O:5][C:6]([N:8]1[CH2:12][CH2:11][CH2:10][CH:9]1C1NC(Br)=CN=1)=[O:7])([CH3:4])([CH3:3])[CH3:2].C([O-])(O)=O.[Na+]. The yield is 0.460. The product is [C:1]([O:5][C:6]([N:8]1[CH2:12][CH2:11][CH2:10][CH2:9]1)=[O:7])([CH3:4])([CH3:2])[CH3:3]. (2) The reactants are [Br:1][C:2]1[C:10]2[C:5](=[CH:6][N:7]=[CH:8][CH:9]=2)[NH:4][CH:3]=1.[O:11](C(OC(C)(C)C)=O)[C:12]([O:14][C:15]([CH3:18])([CH3:17])[CH3:16])=O. The product is [C:15]([O:14][C:12]([N:4]1[C:5]2=[CH:6][N:7]=[CH:8][CH:9]=[C:10]2[C:2]([Br:1])=[CH:3]1)=[O:11])([CH3:18])([CH3:17])[CH3:16]. The catalyst is CN(C1C=CN=CC=1)C.O1CCOCC1. The yield is 0.750. (3) The catalyst is ClCCCl.C1COCC1. The reactants are [Br:1][C:2]1[CH:7]=[CH:6][C:5]([N:8]2[CH2:13][CH2:12][NH:11][CH2:10][CH2:9]2)=[CH:4][CH:3]=1.[CH3:14][C:15]([CH3:17])=O.[BH-](OC(C)=O)(OC(C)=O)OC(C)=O.[Na+].CC(O)=O. The product is [Br:1][C:2]1[CH:3]=[CH:4][C:5]([N:8]2[CH2:13][CH2:12][N:11]([CH:15]([CH3:17])[CH3:14])[CH2:10][CH2:9]2)=[CH:6][CH:7]=1. The yield is 0.990. (4) The reactants are [C:1]([CH:5]1[CH:9]([N:10]2[CH2:19][C:18]3[C:13](=[CH:14][C:15]4[N:22]([C:23]([C:36]5[CH:41]=[CH:40][CH:39]=[CH:38][CH:37]=5)([C:30]5[CH:35]=[CH:34][CH:33]=[CH:32][CH:31]=5)[C:24]5[CH:29]=[CH:28][CH:27]=[CH:26][CH:25]=5)[N:21]=[C:20]([C:42]5[CH:47]=[CH:46][N:45]=[C:44]([CH3:48])[CH:43]=5)[C:16]=4[CH:17]=3)[NH:12][C:11]2=[O:49])[CH2:8][N:7](C(OC(C)(C)C)=O)[CH2:6]1)([CH3:4])([CH3:3])[CH3:2].N.CO. The catalyst is CC(O)=O.CO. The product is [C:1]([CH:5]1[CH2:6][NH:7][CH2:8][CH:9]1[N:10]1[CH2:19][C:18]2[C:13](=[CH:14][C:15]3[N:22]([C:23]([C:30]4[CH:31]=[CH:32][CH:33]=[CH:34][CH:35]=4)([C:24]4[CH:29]=[CH:28][CH:27]=[CH:26][CH:25]=4)[C:36]4[CH:41]=[CH:40][CH:39]=[CH:38][CH:37]=4)[N:21]=[C:20]([C:42]4[CH:47]=[CH:46][N:45]=[C:44]([CH3:48])[CH:43]=4)[C:16]=3[CH:17]=2)[NH:12][C:11]1=[O:49])([CH3:4])([CH3:3])[CH3:2]. The yield is 0.580. (5) The reactants are [CH3:1][C:2]([S:7]([C:10]1[CH:15]=[CH:14][CH:13]=[C:12]([C:16]([F:19])([F:18])[F:17])[CH:11]=1)(=[O:9])=[O:8])([CH3:6])[CH2:3][CH2:4][OH:5].[CH3:20][S:21](Cl)(=[O:23])=[O:22]. The catalyst is C1COCC1. The product is [CH3:20][S:21]([O:5][CH2:4][CH2:3][C:2]([CH3:1])([S:7]([C:10]1[CH:15]=[CH:14][CH:13]=[C:12]([C:16]([F:18])([F:19])[F:17])[CH:11]=1)(=[O:9])=[O:8])[CH3:6])(=[O:23])=[O:22]. The yield is 1.00.